From a dataset of Peptide-MHC class II binding affinity with 134,281 pairs from IEDB. Regression. Given a peptide amino acid sequence and an MHC pseudo amino acid sequence, predict their binding affinity value. This is MHC class II binding data. (1) The peptide sequence is VAIDRPAEVRKVCYN. The MHC is DRB4_0103 with pseudo-sequence DRB4_0103. The binding affinity (normalized) is 0.478. (2) The peptide sequence is EPIAAYHFDLSGIAF. The MHC is DRB1_0405 with pseudo-sequence DRB1_0405. The binding affinity (normalized) is 0.121.